This data is from Full USPTO retrosynthesis dataset with 1.9M reactions from patents (1976-2016). The task is: Predict the reactants needed to synthesize the given product. (1) Given the product [CH2:17]([C:19]1[CH:24]=[C:23]([CH:25]=[CH:9][C:8]([C:6]2[S:7][C:3]([CH2:1][CH3:2])=[C:4]3[CH2:14][C:13]([CH3:15])([CH3:16])[CH2:12][CH2:11][C:5]=23)=[O:10])[CH:22]=[C:21]([CH3:27])[C:20]=1[CH:28]=[CH:29][C:30]([OH:32])=[O:31])[CH3:18], predict the reactants needed to synthesize it. The reactants are: [CH2:1]([C:3]1[S:7][C:6]([C:8](=[O:10])[CH3:9])=[C:5]2[CH2:11][CH2:12][C:13]([CH3:16])([CH3:15])[CH2:14][C:4]=12)[CH3:2].[CH2:17]([C:19]1[CH:24]=[C:23]([CH:25]=O)[CH:22]=[C:21]([CH3:27])[C:20]=1[CH:28]=[CH:29][C:30]([OH:32])=[O:31])[CH3:18].Cl. (2) The reactants are: C[O:2][C:3](=[O:33])[C:4]1[CH:9]=[CH:8][C:7]([NH:10][C:11](=[O:32])[CH:12]([C:19]2[CH:24]=[CH:23][C:22]([O:25][C:26]3[CH:31]=[CH:30][CH:29]=[CH:28][CH:27]=3)=[CH:21][CH:20]=2)[CH2:13][CH:14]2[CH2:18][CH2:17][CH2:16][CH2:15]2)=[N:6][CH:5]=1.[OH-].[K+]. Given the product [CH:14]1([CH2:13][CH:12]([C:19]2[CH:20]=[CH:21][C:22]([O:25][C:26]3[CH:31]=[CH:30][CH:29]=[CH:28][CH:27]=3)=[CH:23][CH:24]=2)[C:11]([NH:10][C:7]2[CH:8]=[CH:9][C:4]([C:3]([OH:33])=[O:2])=[CH:5][N:6]=2)=[O:32])[CH2:18][CH2:17][CH2:16][CH2:15]1, predict the reactants needed to synthesize it. (3) Given the product [F:12][C:13]([F:26])([F:25])[S:14]([NH:1][CH2:2][CH2:3][N:27]1[CH2:32][CH2:31][CH:30]([CH2:33][NH:34][C:35](=[O:41])[O:36][C:37]([CH3:38])([CH3:40])[CH3:39])[CH2:29][CH2:28]1)(=[O:16])=[O:15], predict the reactants needed to synthesize it. The reactants are: [NH2:1][CH2:2][CH2:3]O.C(N(CC)CC)C.[F:12][C:13]([F:26])([F:25])[S:14](O[S:14]([C:13]([F:26])([F:25])[F:12])(=[O:16])=[O:15])(=[O:16])=[O:15].[NH:27]1[CH2:32][CH2:31][CH:30]([CH2:33][NH:34][C:35](=[O:41])[O:36][C:37]([CH3:40])([CH3:39])[CH3:38])[CH2:29][CH2:28]1. (4) Given the product [CH2:1]([O:8][C:9]1[C:13]2[CH:14]=[C:15]([CH2:18][OH:19])[CH:16]=[CH:17][C:12]=2[O:11][N:10]=1)[C:2]1[CH:3]=[CH:4][CH:5]=[CH:6][CH:7]=1, predict the reactants needed to synthesize it. The reactants are: [CH2:1]([O:8][C:9]1[C:13]2[CH:14]=[C:15]([C:18](OC)=[O:19])[CH:16]=[CH:17][C:12]=2[O:11][N:10]=1)[C:2]1[CH:7]=[CH:6][CH:5]=[CH:4][CH:3]=1.[BH4-].[Na+].[Li+].[Cl-].O. (5) The reactants are: [Cl:1][C:2]1[CH:3]=[CH:4][C:5]([NH:9][C:10]2[N:14]([CH3:15])[C:13]3[C:16]([N:20]([CH2:24][CH2:25][CH3:26])[CH2:21][CH2:22][CH3:23])=[CH:17][CH:18]=[CH:19][C:12]=3[N:11]=2)=[C:6]([OH:8])[CH:7]=1.C1(P(C2C=CC=CC=2)C2C=CC=CC=2)C=CC=CC=1.CCOC(/N=N/C(OCC)=O)=O.[Br:58][CH2:59][CH2:60][CH2:61]O. Given the product [Br:58][CH2:59][CH2:60][CH2:61][O:8][C:6]1[CH:7]=[C:2]([Cl:1])[CH:3]=[CH:4][C:5]=1[NH:9][C:10]1[N:14]([CH3:15])[C:13]2[C:16]([N:20]([CH2:24][CH2:25][CH3:26])[CH2:21][CH2:22][CH3:23])=[CH:17][CH:18]=[CH:19][C:12]=2[N:11]=1, predict the reactants needed to synthesize it. (6) Given the product [CH:2]1([C:6]2[C:16]3[O:15][CH2:14][CH2:13][N:12]([C:17]([O:19][C:20]([CH3:23])([CH3:22])[CH3:21])=[O:18])[CH2:11][C:10]=3[CH:9]=[CH:8][CH:7]=2)[CH2:3][CH2:4][CH2:5]1, predict the reactants needed to synthesize it. The reactants are: O[C:2]1([C:6]2[C:16]3[O:15][CH2:14][CH2:13][N:12]([C:17]([O:19][C:20]([CH3:23])([CH3:22])[CH3:21])=[O:18])[CH2:11][C:10]=3[CH:9]=[CH:8][CH:7]=2)[CH2:5][CH2:4][CH2:3]1.